This data is from Reaction yield outcomes from USPTO patents with 853,638 reactions. The task is: Predict the reaction yield, written as a fraction of the theoretical maximum amount of product (1.0 means a 100% yield; for example, 0.34 means a 34% yield). (1) The reactants are [NH2:1][C:2]1[C:3]2[N:4]([C:8]([C@@H:26]3[CH2:30][CH2:29][CH2:28][NH:27]3)=[N:9][C:10]=2[C:11]2[CH:25]=[CH:24][C:14]([C:15]([NH:17][C:18]3[CH:23]=[CH:22][CH:21]=[CH:20][N:19]=3)=[O:16])=[CH:13][CH:12]=2)[CH:5]=[CH:6][N:7]=1.C(N(CC)CC)C.[C:38](Cl)(=[O:41])[CH:39]=[CH2:40]. The catalyst is ClCCl. The product is [C:38]([N:27]1[CH2:28][CH2:29][CH2:30][C@H:26]1[C:8]1[N:4]2[CH:5]=[CH:6][N:7]=[C:2]([NH2:1])[C:3]2=[C:10]([C:11]2[CH:25]=[CH:24][C:14]([C:15]([NH:17][C:18]3[CH:23]=[CH:22][CH:21]=[CH:20][N:19]=3)=[O:16])=[CH:13][CH:12]=2)[N:9]=1)(=[O:41])[CH:39]=[CH2:40]. The yield is 0.444. (2) The reactants are ClC(Cl)(O[C:5](=[O:11])[O:6][C:7](Cl)(Cl)Cl)Cl.[O:13]1[CH2:16]C(O)[CH2:14]1.C(N(CC)C(C)C)(C)C.[CH3:27][C@H:28]1[CH2:37][NH:36][C:35]2[C:30](=[CH:31][CH:32]=[C:33]([C:38]3[CH:39]=[N:40][N:41]([CH:43]4[CH2:46][O:45][CH2:44]4)[CH:42]=3)[CH:34]=2)[N:29]1[C:47](=[O:49])[CH3:48]. The catalyst is ClCCCl. The product is [C:47]([N:29]1[C:30]2[C:35](=[CH:34][C:33]([C:38]3[CH:39]=[N:40][N:41]([CH:43]4[CH2:46][O:45][CH2:44]4)[CH:42]=3)=[CH:32][CH:31]=2)[N:36]([C:5]([O:6][CH:7]2[CH2:16][O:13][CH2:14]2)=[O:11])[CH2:37][C@@H:28]1[CH3:27])(=[O:49])[CH3:48]. The yield is 0.630. (3) The reactants are [CH3:1][O:2][C:3]1[CH:4]=[CH:5][CH:6]=[C:7]2[C:11]=1[NH:10][CH:9]=[CH:8]2.[Al](Cl)(CC)CC.[C:18](Cl)(=[O:25])[C:19]1[CH:24]=[CH:23][CH:22]=[CH:21][CH:20]=1.C([O-])([O-])=O.[Cs+].[Cs+].[Cl:33][CH2:34][CH2:35][CH2:36]I. The catalyst is C(Cl)Cl.CC#N. The product is [Cl:33][CH2:34][CH2:35][CH2:36][N:10]1[C:11]2[C:7](=[CH:6][CH:5]=[CH:4][C:3]=2[O:2][CH3:1])[C:8]([C:18]([C:19]2[CH:24]=[CH:23][CH:22]=[CH:21][CH:20]=2)=[O:25])=[CH:9]1. The yield is 0.610. (4) The reactants are C(OC([CH2:6][O:7][CH2:8][C@@H:9]([NH:17][C:18](=[O:24])OC(C)(C)C)[C:10]1[CH:15]=[CH:14][CH:13]=[C:12]([F:16])[CH:11]=1)=O)C.FC(F)(F)C(O)=O. The catalyst is ClCCl. The product is [F:16][C:12]1[CH:11]=[C:10]([C@@H:9]2[NH:17][C:18](=[O:24])[CH2:6][O:7][CH2:8]2)[CH:15]=[CH:14][CH:13]=1. The yield is 0.950. (5) The reactants are [OH:1][C@H:2]1[C:6]2[N:7]=[CH:8][N:9]=[C:10]([N:11]3[CH2:16][CH2:15][N:14](C(OC(C)(C)C)=O)[CH2:13][C@@H:12]3[CH3:24])[C:5]=2[C@H:4]([CH3:25])[CH2:3]1.[ClH:26]. The catalyst is C(Cl)Cl. The product is [ClH:26].[ClH:26].[CH3:25][C@H:4]1[C:5]2[C:10]([N:11]3[CH2:16][CH2:15][NH:14][CH2:13][C@@H:12]3[CH3:24])=[N:9][CH:8]=[N:7][C:6]=2[C@H:2]([OH:1])[CH2:3]1. The yield is 0.990. (6) The reactants are [CH3:1][C:2]1[C:6]([C:7]2[CH:16]=[C:15]3[C:10]([C:11]([NH:20][CH:21]([CH3:25])[CH2:22][O:23][CH3:24])=[C:12]([N+:17]([O-])=O)[CH:13]=[N:14]3)=[CH:9][C:8]=2[O:26][CH3:27])=[C:5]([CH3:28])[O:4][N:3]=1.[H][H]. The catalyst is CCOC(C)=O. The product is [CH3:1][C:2]1[C:6]([C:7]2[CH:16]=[C:15]3[C:10]([C:11]([NH:20][CH:21]([CH3:25])[CH2:22][O:23][CH3:24])=[C:12]([NH2:17])[CH:13]=[N:14]3)=[CH:9][C:8]=2[O:26][CH3:27])=[C:5]([CH3:28])[O:4][N:3]=1. The yield is 0.990. (7) The reactants are [NH2:1][C:2]1[CH:3]=[CH:4][C:5]([Br:11])=[C:6]([CH:10]=1)[C:7]([OH:9])=[O:8].[F:12][C:13]1[C:20]([F:21])=[C:19]([C:22]([F:25])([F:24])[F:23])[C:18]([F:26])=[C:17]([F:27])[C:14]=1[CH2:15]Br. The catalyst is CN(C=O)C. The product is [Br:11][C:5]1[CH:4]=[CH:3][C:2]([NH:1][CH2:15][C:14]2[C:17]([F:27])=[C:18]([F:26])[C:19]([C:22]([F:23])([F:25])[F:24])=[C:20]([F:21])[C:13]=2[F:12])=[CH:10][C:6]=1[C:7]([OH:9])=[O:8]. The yield is 0.769.